Dataset: Full USPTO retrosynthesis dataset with 1.9M reactions from patents (1976-2016). Task: Predict the reactants needed to synthesize the given product. Given the product [N:7]1[NH:6][C:5]([NH:8][C:9]([C:11]2[C:16]([NH2:17])=[N:15][C:14]([C:18]([F:20])([F:21])[F:19])=[CH:13][N:12]=2)=[O:10])=[CH:4][CH:3]=1, predict the reactants needed to synthesize it. The reactants are: FC(F)(F)[C:3]1[CH:4]=[C:5]([NH:8][C:9]([C:11]2[C:16]([NH2:17])=[N:15][C:14]([C:18]([F:21])([F:20])[F:19])=[C:13](Br)[N:12]=2)=[O:10])[NH:6][N:7]=1.NC1C(C(O)=O)=NC=C(C(F)(F)F)N=1.N1NC(N)=CC=1.